This data is from Reaction yield outcomes from USPTO patents with 853,638 reactions. The task is: Predict the reaction yield, written as a fraction of the theoretical maximum amount of product (1.0 means a 100% yield; for example, 0.34 means a 34% yield). (1) The reactants are [CH3:1][O:2][C:3]1[CH:4]=[C:5](/[CH:13]=[CH:14]/[C:15]([OH:17])=O)[CH:6]=[C:7]([O:11][CH3:12])[C:8]=1[O:9][CH3:10].CN(C1C=CC=CN=1)C.[CH3:27][C:28]1[N:29]([CH2:37][CH2:38][NH2:39])[C:30]2[C:35]([CH:36]=1)=[CH:34][CH:33]=[CH:32][CH:31]=2.Cl.C(N=C=NCCCN(C)C)C. The catalyst is ClCCl.O. The product is [CH3:27][C:28]1[N:29]([CH2:37][CH2:38][NH:39][C:15](/[CH:14]=[CH:13]/[C:5]2[CH:6]=[C:7]([O:11][CH3:12])[C:8]([O:9][CH3:10])=[C:3]([O:2][CH3:1])[CH:4]=2)=[O:17])[C:30]2[C:35](=[CH:34][CH:33]=[CH:32][CH:31]=2)[CH:36]=1. The yield is 0.850. (2) The reactants are C([O:4][CH2:5][CH2:6][O:7][C:8]1[CH:9]=[C:10]([C:14]2[CH:19]=[CH:18][CH:17]=[C:16]([CH2:20][CH2:21][C:22]3[N:23]=[C:24]([NH2:30])[N:25]([CH3:29])[C:26](=[O:28])[CH:27]=3)[CH:15]=2)[CH:11]=[CH:12][CH:13]=1)(=O)C.O.[OH-].[Na+].CC(O)=O. The catalyst is CC#N. The product is [NH2:30][C:24]1[N:25]([CH3:29])[C:26](=[O:28])[CH:27]=[C:22]([CH2:21][CH2:20][C:16]2[CH:15]=[C:14]([C:10]3[CH:11]=[CH:12][CH:13]=[C:8]([O:7][CH2:6][CH2:5][OH:4])[CH:9]=3)[CH:19]=[CH:18][CH:17]=2)[N:23]=1. The yield is 0.780. (3) The reactants are [CH2:1]([NH:8][CH2:9][C@@H:10]([C:19]1[CH:28]=[CH:27][C:26]([O:29][CH2:30][C:31]2[CH:36]=[CH:35][CH:34]=[CH:33][CH:32]=2)=[C:25]2[C:20]=1[CH:21]=[CH:22][C:23](=[O:37])[NH:24]2)[O:11][Si:12]([C:15]([CH3:18])([CH3:17])[CH3:16])([CH3:14])[CH3:13])[C:2]1[CH:7]=[CH:6][CH:5]=[CH:4][CH:3]=1.C(O)(=O)C.O=[CH:43][CH2:44][CH2:45][CH2:46][CH2:47][CH2:48][CH2:49][CH2:50][CH2:51][N:52]1[CH2:57][CH2:56][CH:55]([O:58][C:59](=[O:73])[NH:60][C:61]2[CH:66]=[CH:65][CH:64]=[CH:63][C:62]=2[C:67]2[CH:72]=[CH:71][CH:70]=[CH:69][CH:68]=2)[CH2:54][CH2:53]1.C(O[BH-](OC(=O)C)OC(=O)C)(=O)C.[Na+].C(=O)(O)[O-].[Na+]. The catalyst is ClCCl. The product is [CH2:1]([N:8]([CH2:9][C@@H:10]([C:19]1[CH:28]=[CH:27][C:26]([O:29][CH2:30][C:31]2[CH:32]=[CH:33][CH:34]=[CH:35][CH:36]=2)=[C:25]2[C:20]=1[CH:21]=[CH:22][C:23](=[O:37])[NH:24]2)[O:11][Si:12]([C:15]([CH3:18])([CH3:17])[CH3:16])([CH3:14])[CH3:13])[CH2:43][CH2:44][CH2:45][CH2:46][CH2:47][CH2:48][CH2:49][CH2:50][CH2:51][N:52]1[CH2:53][CH2:54][CH:55]([O:58][C:59](=[O:73])[NH:60][C:61]2[CH:66]=[CH:65][CH:64]=[CH:63][C:62]=2[C:67]2[CH:68]=[CH:69][CH:70]=[CH:71][CH:72]=2)[CH2:56][CH2:57]1)[C:2]1[CH:7]=[CH:6][CH:5]=[CH:4][CH:3]=1. The yield is 0.800. (4) The reactants are CC(C)([O-])C.[K+].[CH2:7]([O:14][C:15]1[CH:16]=[C:17]([CH:31]=[CH:32][CH:33]=1)[C:18]([NH:20][C:21]1[CH:26]=[CH:25][CH:24]=[CH:23][C:22]=1[S:27]([NH2:30])(=[O:29])=[O:28])=[O:19])[C:8]1[CH:13]=[CH:12][CH:11]=[CH:10][CH:9]=1.[CH:34]1([C:40](Cl)=[O:41])[CH2:39][CH2:38][CH2:37][CH2:36][CH2:35]1.[Cl-].[NH4+]. The catalyst is O1CCCC1. The product is [CH2:7]([O:14][C:15]1[CH:16]=[C:17]([CH:31]=[CH:32][CH:33]=1)[C:18]([NH:20][C:21]1[CH:26]=[CH:25][CH:24]=[CH:23][C:22]=1[S:27]([NH:30][C:40]([CH:34]1[CH2:39][CH2:38][CH2:37][CH2:36][CH2:35]1)=[O:41])(=[O:29])=[O:28])=[O:19])[C:8]1[CH:9]=[CH:10][CH:11]=[CH:12][CH:13]=1. The yield is 0.670.